Dataset: Full USPTO retrosynthesis dataset with 1.9M reactions from patents (1976-2016). Task: Predict the reactants needed to synthesize the given product. (1) Given the product [CH3:1][O:2][C:3]([CH:5]1[CH2:9][C:8](=[O:10])[CH2:7][N:6]1[C:11]([O:13][C:14]([CH3:17])([CH3:16])[CH3:15])=[O:12])=[O:4], predict the reactants needed to synthesize it. The reactants are: [CH3:1][O:2][C:3]([CH:5]1[CH2:9][CH:8]([OH:10])[CH2:7][N:6]1[C:11]([O:13][C:14]([CH3:17])([CH3:16])[CH3:15])=[O:12])=[O:4].[Cr](O[Cr]([O-])(=O)=O)([O-])(=O)=O.[NH+]1C=CC=CC=1.[NH+]1C=CC=CC=1. (2) Given the product [C:1]([O:4][C@@H:5]1[C@@H:10]([O:11][C:12](=[O:14])[CH3:13])[C@H:9]([O:15][C:16](=[O:18])[CH3:17])[C@@H:8]([CH2:19][O:20][C:21](=[O:23])[CH3:22])[O:7][C:6]1([C:26]1[CH:31]=[CH:30][C:29]([CH:44]2[CH2:46][CH2:45]2)=[C:28]([CH2:33][C:34]2[CH:43]=[CH:42][C:37]3[O:38][CH2:39][CH2:40][O:41][C:36]=3[CH:35]=2)[CH:27]=1)[O:24][CH3:25])(=[O:3])[CH3:2], predict the reactants needed to synthesize it. The reactants are: [C:1]([O:4][C@@H:5]1[C@@H:10]([O:11][C:12](=[O:14])[CH3:13])[C@H:9]([O:15][C:16](=[O:18])[CH3:17])[C@@H:8]([CH2:19][O:20][C:21](=[O:23])[CH3:22])[O:7][C:6]1([C:26]1[CH:31]=[CH:30][C:29](Br)=[C:28]([CH2:33][C:34]2[CH:43]=[CH:42][C:37]3[O:38][CH2:39][CH2:40][O:41][C:36]=3[CH:35]=2)[CH:27]=1)[O:24][CH3:25])(=[O:3])[CH3:2].[CH:44]1(B(O)O)[CH2:46][CH2:45]1.[O-]P([O-])([O-])=O.[K+].[K+].[K+].C1(P(C2CCCCC2)C2CCCCC2)CCCCC1. (3) Given the product [F:1][C:2]1[C:7]([F:8])=[CH:6][CH:5]=[CH:4][C:3]=1[C:9]1[N:17]=[C:12]2[CH:13]=[N:14][N:15]([CH2:19][C:20]3[O:24][N:23]=[C:22]([C:25]4[CH:30]=[CH:29][C:28]([O:31][C:32]([F:34])([F:35])[F:33])=[CH:27][C:26]=4[O:36][CH3:37])[CH:21]=3)[CH:16]=[C:11]2[N:10]=1, predict the reactants needed to synthesize it. The reactants are: [F:1][C:2]1[C:7]([F:8])=[CH:6][CH:5]=[CH:4][C:3]=1[C:9]1[NH:17][C:12]2=[CH:13][N:14]=[N:15][CH:16]=[C:11]2[N:10]=1.Cl[CH2:19][C:20]1[O:24][N:23]=[C:22]([C:25]2[CH:30]=[CH:29][C:28]([O:31][C:32]([F:35])([F:34])[F:33])=[CH:27][C:26]=2[O:36][CH3:37])[CH:21]=1. (4) Given the product [NH2:17][C:4]1([C:2]([NH2:1])=[O:3])[CH2:9][CH2:8][N:7]([C:10]([O:12][C:13]([CH3:14])([CH3:15])[CH3:16])=[O:11])[CH2:6][CH2:5]1, predict the reactants needed to synthesize it. The reactants are: [NH2:1][C:2]([C:4]1([NH:17]C(OCC2C=CC=CC=2)=O)[CH2:9][CH2:8][N:7]([C:10]([O:12][C:13]([CH3:16])([CH3:15])[CH3:14])=[O:11])[CH2:6][CH2:5]1)=[O:3]. (5) Given the product [CH3:23][C:22]1[CH:21]=[CH:20][C:15]([C:16]([O:18][CH3:19])=[O:17])=[CH:14][C:13]=1[N:8]1[CH:7]=[CH:6][C:5]2[C:10](=[CH:11][C:2]([O:1][S:31]([C:34]([F:37])([F:36])[F:35])(=[O:33])=[O:32])=[CH:3][CH:4]=2)[C:9]1=[O:12], predict the reactants needed to synthesize it. The reactants are: [OH:1][C:2]1[CH:11]=[C:10]2[C:5]([CH:6]=[CH:7][N:8]([C:13]3[CH:14]=[C:15]([CH:20]=[CH:21][C:22]=3[CH3:23])[C:16]([O:18][CH3:19])=[O:17])[C:9]2=[O:12])=[CH:4][CH:3]=1.C1(N[S:31]([C:34]([F:37])([F:36])[F:35])(=[O:33])=[O:32])C=CC=CC=1.C(=O)([O-])[O-].[K+].[K+]. (6) Given the product [CH3:25][O:26][C:27]([C:2]1[S:6][C:5]([C:7]2[N:11]3[N:12]=[C:13]([CH3:21])[CH:14]=[C:15]([CH:16]([CH2:19][CH3:20])[CH2:17][CH3:18])[C:10]3=[N:9][C:8]=2[CH3:22])=[C:4]([CH3:23])[CH:3]=1)=[O:28], predict the reactants needed to synthesize it. The reactants are: Br[C:2]1[S:6][C:5]([C:7]2[N:11]3[N:12]=[C:13]([CH3:21])[CH:14]=[C:15]([CH:16]([CH2:19][CH3:20])[CH2:17][CH3:18])[C:10]3=[N:9][C:8]=2[CH3:22])=[C:4]([CH3:23])[CH:3]=1.C[CH2:25][O:26][C:27](C)=[O:28]. (7) Given the product [CH3:1][N:2]([CH3:3])[C:22]1([C:26]#[N:27])[CH2:23][CH2:24][CH:19]([CH:11]([O:10][CH:8]([O:7][CH2:5][CH3:6])[CH3:9])[CH2:12][C:13]2[CH:18]=[CH:17][CH:16]=[CH:15][CH:14]=2)[CH2:20][CH2:21]1, predict the reactants needed to synthesize it. The reactants are: [CH3:1][NH:2][CH3:3].Cl.[CH2:5]([O:7][CH:8]([O:10][CH:11]([CH:19]1[CH2:24][CH2:23][C:22](=O)[CH2:21][CH2:20]1)[CH2:12][C:13]1[CH:18]=[CH:17][CH:16]=[CH:15][CH:14]=1)[CH3:9])[CH3:6].[C-:26]#[N:27].[K+]. (8) Given the product [C:1]([Si:5]([CH3:33])([CH3:32])[O:6][C:7]1[CH:8]=[C:9]([O:14][Si:15]([C:28]([CH3:31])([CH3:30])[CH3:29])([C:22]2[CH:27]=[CH:26][CH:25]=[CH:24][CH:23]=2)[C:16]2[CH:17]=[CH:18][CH:19]=[CH:20][CH:21]=2)[C:10]([F:13])=[C:11]([CH:12]=1)[CH:42]=[O:43])([CH3:4])([CH3:3])[CH3:2], predict the reactants needed to synthesize it. The reactants are: [C:1]([Si:5]([CH3:33])([CH3:32])[O:6][C:7]1[CH:12]=[CH:11][C:10]([F:13])=[C:9]([O:14][Si:15]([C:28]([CH3:31])([CH3:30])[CH3:29])([C:22]2[CH:27]=[CH:26][CH:25]=[CH:24][CH:23]=2)[C:16]2[CH:21]=[CH:20][CH:19]=[CH:18][CH:17]=2)[CH:8]=1)([CH3:4])([CH3:3])[CH3:2].C([Li])(CC)C.CN([CH:42]=[O:43])C. (9) Given the product [Cl:5][C:6]1[CH:7]=[C:8]([C:13]2([C:27]([F:30])([F:29])[F:28])[O:38][N:44]=[C:15]([C:17]3[CH:25]=[CH:24][C:20]([C:21]([OH:23])=[O:22])=[C:19]([CH3:26])[CH:18]=3)[CH2:14]2)[CH:9]=[C:10]([Cl:12])[CH:11]=1, predict the reactants needed to synthesize it. The reactants are: CS(C)=O.[Cl:5][C:6]1[CH:7]=[C:8]([C:13]([C:27]([F:30])([F:29])[F:28])=[CH:14][C:15]([C:17]2[CH:25]=[CH:24][C:20]([C:21]([OH:23])=[O:22])=[C:19]([CH3:26])[CH:18]=2)=O)[CH:9]=[C:10]([Cl:12])[CH:11]=1.C1(C)C=CC=CC=1.[OH2:38].S(O)(O)(=O)=O.[NH2:44]O.